This data is from Full USPTO retrosynthesis dataset with 1.9M reactions from patents (1976-2016). The task is: Predict the reactants needed to synthesize the given product. Given the product [C:28]([O:31][C:4](=[O:11])[NH:3][CH2:12][C:13]1[CH:20]=[C:19]([CH3:21])[C:16]([C:17]#[N:18])=[C:15]([O:22][CH3:23])[N:14]=1)([CH3:30])([CH3:29])[CH3:27], predict the reactants needed to synthesize it. The reactants are: O=C1C2C(=CC=CC=2)[C:4](=[O:11])[N:3]1[CH2:12][C:13]1[CH:20]=[C:19]([CH3:21])[C:16]([C:17]#[N:18])=[C:15]([O:22][CH3:23])[N:14]=1.O.NN.[CH3:27][C:28]([O:31]C(OC([O:31][C:28]([CH3:30])([CH3:29])[CH3:27])=O)=O)([CH3:30])[CH3:29].